Predict the reaction yield, written as a fraction of the theoretical maximum amount of product (1.0 means a 100% yield; for example, 0.34 means a 34% yield). From a dataset of Reaction yield outcomes from USPTO patents with 853,638 reactions. (1) The reactants are [Cl:1][C:2]1[CH:8]=[CH:7][C:5]([NH2:6])=[C:4]([F:9])[CH:3]=1.[Li]CCCC.Cl[Si](C)(C)CC[Si](Cl)(C)C.Cl[C:26]([O:28][CH2:29][C:30]1[CH:35]=[CH:34][CH:33]=[CH:32][CH:31]=1)=[O:27]. The catalyst is C1COCC1. The product is [NH2:6][C:5]1[C:4]([F:9])=[C:3]([C:2]([Cl:1])=[CH:8][CH:7]=1)[C:26]([O:28][CH2:29][C:30]1[CH:35]=[CH:34][CH:33]=[CH:32][CH:31]=1)=[O:27]. The yield is 0.450. (2) The reactants are [C:1]([O:5][C:6](=[O:19])[NH:7][CH:8]1[CH2:17][C:16]2[C:11](=[CH:12][CH:13]=[C:14](Br)[CH:15]=2)[NH:10][CH2:9]1)([CH3:4])([CH3:3])[CH3:2].[CH3:20][N:21](C=O)C. The catalyst is [C-]#N.[Zn+2].[C-]#N. The product is [C:1]([O:5][C:6](=[O:19])[NH:7][CH:8]1[CH2:17][C:16]2[C:11](=[CH:12][CH:13]=[C:14]([C:20]#[N:21])[CH:15]=2)[NH:10][CH2:9]1)([CH3:4])([CH3:3])[CH3:2]. The yield is 0.670. (3) The reactants are [F:1][C:2]1[CH:3]=[C:4]([CH:7]=[CH:8][CH:9]=1)[C:5]#[N:6].C[O-].[Na+].CO[CH:15](OC)[CH2:16][NH2:17].C(O)(=O)C.Cl. The catalyst is C(OCC)(=O)C.O.CO. The product is [F:1][C:2]1[CH:3]=[C:4]([C:5]2[NH:17][CH:16]=[CH:15][N:6]=2)[CH:7]=[CH:8][CH:9]=1. The yield is 0.410. (4) The reactants are [Br:1][C:2]1[CH:7]=[CH:6][C:5]([NH:8][C:9]2[C:10]([C:19]([NH:21][O:22][CH2:23][CH2:24][O:25]C=C)=[O:20])=[CH:11][C:12]3[O:16][CH:15]=[N:14][C:13]=3[C:17]=2[F:18])=[C:4]([Cl:28])[CH:3]=1.Cl. The catalyst is C(Cl)Cl. The product is [Br:1][C:2]1[CH:7]=[CH:6][C:5]([NH:8][C:9]2[C:10]([C:19]([NH:21][O:22][CH2:23][CH2:24][OH:25])=[O:20])=[CH:11][C:12]3[O:16][CH:15]=[N:14][C:13]=3[C:17]=2[F:18])=[C:4]([Cl:28])[CH:3]=1. The yield is 0.650. (5) The reactants are [Cl-].O[NH3+:3].[C:4](=[O:7])([O-])[OH:5].[Na+].CS(C)=O.[CH3:13][C@@H:14]1[CH2:19][CH:18]([O:20][N:21]2[C:26](=[O:27])[C:25]([CH2:28][C:29]3[CH:34]=[CH:33][C:32]([C:35]4[C:36]([C:41]#[N:42])=[CH:37][CH:38]=[CH:39][CH:40]=4)=[CH:31][CH:30]=3)=[C:24]([CH2:43][CH2:44][CH3:45])[N:23]=[C:22]2[CH3:46])[CH2:17][C@H:16]([CH3:47])[O:15]1. The catalyst is O. The product is [CH3:13][C@@H:14]1[CH2:19][CH:18]([O:20][N:21]2[C:26](=[O:27])[C:25]([CH2:28][C:29]3[CH:34]=[CH:33][C:32]([C:35]4[CH:40]=[CH:39][CH:38]=[CH:37][C:36]=4[C:41]4[NH:3][C:4](=[O:7])[O:5][N:42]=4)=[CH:31][CH:30]=3)=[C:24]([CH2:43][CH2:44][CH3:45])[N:23]=[C:22]2[CH3:46])[CH2:17][C@H:16]([CH3:47])[O:15]1. The yield is 0.350. (6) The reactants are [NH:1]1[CH2:6][CH2:5][S:4][CH2:3][CH2:2]1.C(P(C(C)(C)C)C1C=CC=CC=1C1C=CC=CC=1)(C)(C)C.CC(C)([O-])C.[Na+].Br[C:35]1[CH:36]=[C:37]([CH2:41][NH:42][C:43](=[O:49])[O:44][C:45]([CH3:48])([CH3:47])[CH3:46])[CH:38]=[CH:39][CH:40]=1. The catalyst is C([O-])(=O)C.[Pd+2].C([O-])(=O)C.C1(C)C=CC=CC=1. The product is [S:4]1[CH2:5][CH2:6][N:1]([C:35]2[CH:36]=[C:37]([CH2:41][NH:42][C:43](=[O:49])[O:44][C:45]([CH3:47])([CH3:46])[CH3:48])[CH:38]=[CH:39][CH:40]=2)[CH2:2][CH2:3]1. The yield is 0.280. (7) The reactants are CN(C)C=O.[N:6]1[CH:11]=[CH:10][CH:9]=[CH:8][C:7]=1[S:12]([CH:15]([NH:27][CH2:28][C:29]1[CH:34]=[CH:33][C:32]([C:35]2[S:36][CH:37]=[CH:38][N:39]=2)=[CH:31][CH:30]=1)[C:16]1[N:21]=[C:20]([NH:22][CH2:23][C:24]([OH:26])=[O:25])[CH:19]=[CH:18][CH:17]=1)(=[O:14])=[O:13].C(=O)([O-])[O-].[K+].[K+].[C:46]([O:52][CH2:53]Cl)(=[O:51])[C:47]([CH3:50])([CH3:49])[CH3:48]. The catalyst is O. The product is [C:46]([O:52][CH2:53][O:25][C:24](=[O:26])[CH2:23][NH:22][C:20]1[CH:19]=[CH:18][CH:17]=[C:16]([CH:15]([S:12]([C:7]2[CH:8]=[CH:9][CH:10]=[CH:11][N:6]=2)(=[O:14])=[O:13])[NH:27][CH2:28][C:29]2[CH:34]=[CH:33][C:32]([C:35]3[S:36][CH:37]=[CH:38][N:39]=3)=[CH:31][CH:30]=2)[N:21]=1)(=[O:51])[C:47]([CH3:50])([CH3:49])[CH3:48]. The yield is 0.660. (8) The reactants are [CH3:1][O:2][C:3]1[CH:8]=[CH:7][C:6]([N+:9]([O-:11])=[O:10])=[CH:5][C:4]=1[N:12]([CH3:17])[C:13](=O)[CH2:14][CH3:15].B.CSC. The catalyst is C1COCC1. The product is [CH3:1][O:2][C:3]1[CH:8]=[CH:7][C:6]([N+:9]([O-:11])=[O:10])=[CH:5][C:4]=1[N:12]([CH3:17])[CH2:13][CH2:14][CH3:15]. The yield is 0.960. (9) The reactants are [Br:1][CH2:2][CH2:3][CH2:4][CH2:5][CH2:6][CH2:7][CH2:8][CH2:9][CH2:10]Br.[CH:12]1[C:21]2[C:16](=[CH:17][CH:18]=[CH:19][CH:20]=2)[CH:15]=[CH:14][N:13]=1. No catalyst specified. The product is [Br-:1].[Br-:1].[CH2:2]([N+:13]1[CH:14]=[CH:15][C:16]2[C:21](=[CH:20][CH:19]=[CH:18][CH:17]=2)[CH:12]=1)[CH2:3][CH2:4][CH2:5][CH2:6][CH2:7][CH2:8][CH2:9][CH2:10][N+:13]1[CH:14]=[CH:15][C:16]2[C:21](=[CH:20][CH:19]=[CH:18][CH:17]=2)[CH:12]=1. The yield is 0.920. (10) The reactants are C(OC([N:8]([CH2:16][C@H:17]([C:19]1[CH:24]=[CH:23][N:22]=[C:21]2[O:25][CH2:26][CH2:27][O:28][C:20]=12)[CH3:18])C(=O)OC(C)(C)C)=O)(C)(C)C.[ClH:29].CC(O)C. The catalyst is CCO. The product is [ClH:29].[ClH:29].[O:28]1[C:20]2[C:21](=[N:22][CH:23]=[CH:24][C:19]=2[C@H:17]([CH3:18])[CH2:16][NH2:8])[O:25][CH2:26][CH2:27]1. The yield is 1.00.